From a dataset of Forward reaction prediction with 1.9M reactions from USPTO patents (1976-2016). Predict the product of the given reaction. (1) Given the reactants N([O-])=O.[Na+].[F:5][C:6]1[CH:11]=[C:10]([S:12][CH3:13])[CH:9]=[CH:8][C:7]=1[C:14]1[N:15]=[CH:16][C:17](N)=[N:18][CH:19]=1.[OH-:21].[Na+], predict the reaction product. The product is: [F:5][C:6]1[CH:11]=[C:10]([S:12][CH3:13])[CH:9]=[CH:8][C:7]=1[C:14]1[N:15]=[CH:16][C:17]([OH:21])=[N:18][CH:19]=1. (2) Given the reactants C([O:5][C:6]([NH:8][C:9]([CH3:14])([CH2:12][OH:13])[CH2:10]O)=O)(C)(C)C.N1C=CC=CC=1.S(Cl)([Cl:24])(=O)=O, predict the reaction product. The product is: [CH3:14][C:9]1([CH2:10][Cl:24])[CH2:12][O:13][C:6](=[O:5])[NH:8]1.